Task: Predict the reaction yield, written as a fraction of the theoretical maximum amount of product (1.0 means a 100% yield; for example, 0.34 means a 34% yield).. Dataset: Reaction yield outcomes from USPTO patents with 853,638 reactions The product is [Cl:1][C:2]1[S:6][C:5]([C:7]([O:9][CH3:10])=[O:8])=[CH:4][C:3]=1[C:11]1[N:15]([CH2:16][CH3:17])[N:14]=[CH:13][C:12]=1[Cl:25]. The yield is 0.740. The catalyst is C1COCC1. The reactants are [Cl:1][C:2]1[S:6][C:5]([C:7]([O:9][CH3:10])=[O:8])=[CH:4][C:3]=1[C:11]1[N:15]([CH2:16][CH3:17])[N:14]=[CH:13][CH:12]=1.C1C(=O)N([Cl:25])C(=O)C1.